From a dataset of Full USPTO retrosynthesis dataset with 1.9M reactions from patents (1976-2016). Predict the reactants needed to synthesize the given product. (1) Given the product [CH2:17]([N:4]1[CH:3]=[C:7]([C:8]([O:10][CH2:25][CH3:26])=[O:9])[CH:6]=[N:5]1)[C:18]1[CH:23]=[CH:22][CH:21]=[CH:20][CH:19]=1, predict the reactants needed to synthesize it. The reactants are: C([C:3]1[C:7]([C:8]([O-:10])=[O:9])=[CH:6][NH:5][N:4]=1)C.C(=O)([O-])[O-].[K+].[K+].[CH2:17](Br)[C:18]1[CH:23]=[CH:22][CH:21]=[CH:20][CH:19]=1.[CH3:25][C:26](C)=O. (2) Given the product [CH3:1][C:2]1[C:7]([CH:8]([F:9])[F:10])=[CH:6][CH:5]=[CH:4][C:3]=1[N:11]1[C:15](=[O:16])[N:14]([CH3:17])[N:13]=[N:12]1, predict the reactants needed to synthesize it. The reactants are: [CH3:1][C:2]1[C:7]([CH:8]([F:10])[F:9])=[CH:6][CH:5]=[CH:4][C:3]=1[N:11]1[C:15](=[O:16])[NH:14][N:13]=[N:12]1.[C:17](=O)([O-])[O-].[K+].[K+].CI.CN(C)C=O. (3) Given the product [S:2]([OH:5])(=[O:4])(=[O:3])[CH3:1].[CH:6]1([C:9]2[CH:10]=[CH:11][C:12]([N:15]3[C:19]([CH3:20])=[C:18]([C:21]([NH:23][C:24]4[CH:25]=[N:26][C:27]([C:30]5[CH2:35][CH2:34][CH:33]([N:36]6[CH2:41][CH2:40][O:39][CH2:38][CH2:37]6)[CH2:32][CH:31]=5)=[CH:28][CH:29]=4)=[O:22])[CH:17]=[N:16]3)=[N:13][CH:14]=2)[CH2:8][CH2:7]1, predict the reactants needed to synthesize it. The reactants are: [CH3:1][S:2]([OH:5])(=[O:4])=[O:3].[CH:6]1([C:9]2[CH:10]=[CH:11][C:12]([N:15]3[C:19]([CH3:20])=[C:18]([C:21]([NH:23][C:24]4[CH:25]=[N:26][C:27]([C:30]5[CH2:35][CH2:34][CH:33]([N:36]6[CH2:41][CH2:40][O:39][CH2:38][CH2:37]6)[CH2:32][CH:31]=5)=[CH:28][CH:29]=4)=[O:22])[CH:17]=[N:16]3)=[N:13][CH:14]=2)[CH2:8][CH2:7]1. (4) Given the product [CH3:24][N:19]1[CH2:18][CH2:17][C:16]2([CH2:15][CH2:14][N:13]([C:8]3[CH:9]=[N:10][CH:11]=[CH:12][C:7]=3[N:5]3[CH:6]=[C:2]([CH3:1])[CH:3]=[N:4]3)[CH2:23][CH2:22]2)[C:20]1=[O:21], predict the reactants needed to synthesize it. The reactants are: [CH3:1][C:2]1[CH:3]=[N:4][N:5]([C:7]2[CH:12]=[CH:11][N:10]=[CH:9][C:8]=2[N:13]2[CH2:23][CH2:22][C:16]3([C:20](=[O:21])[NH:19][CH2:18][CH2:17]3)[CH2:15][CH2:14]2)[CH:6]=1.[CH3:24]N(C=O)C.[H-].[Na+].CI. (5) Given the product [Cl:1][C:2]1[CH:19]=[CH:18][C:17]([C:20]2[CH:25]=[CH:24][CH:23]=[C:22]([F:26])[CH:21]=2)=[CH:16][C:3]=1[CH2:4][NH:6][C:7]1[C:8]([F:15])=[C:9]([OH:14])[CH:10]=[CH:11][C:12]=1[F:13], predict the reactants needed to synthesize it. The reactants are: [Cl:1][C:2]1[CH:19]=[CH:18][C:17]([C:20]2[CH:25]=[CH:24][CH:23]=[C:22]([F:26])[CH:21]=2)=[CH:16][C:3]=1[C:4]([NH:6][C:7]1[C:12]([F:13])=[CH:11][CH:10]=[C:9]([OH:14])[C:8]=1[F:15])=O. (6) Given the product [CH:15]1([CH2:18][NH:12][CH2:11][CH2:10][C:7]2[CH:6]=[CH:5][C:4]([O:3][C:2]([F:13])([F:14])[F:1])=[CH:9][CH:8]=2)[CH2:17][CH2:16]1, predict the reactants needed to synthesize it. The reactants are: [F:1][C:2]([F:14])([F:13])[O:3][C:4]1[CH:9]=[CH:8][C:7]([CH2:10][CH2:11][NH2:12])=[CH:6][CH:5]=1.[CH:15]1([CH:18]=O)[CH2:17][CH2:16]1. (7) Given the product [CH3:12][N:1]1[C:10]2[C:5](=[CH:6][CH:7]=[CH:8][CH:9]=2)[C:4](=[O:11])[CH2:3][CH2:2]1, predict the reactants needed to synthesize it. The reactants are: [NH:1]1[C:10]2[C:5](=[CH:6][CH:7]=[CH:8][CH:9]=2)[C:4](=[O:11])[CH2:3][CH2:2]1.[C:12](=O)([O-])[O-].[K+].[K+].IC.